From a dataset of Forward reaction prediction with 1.9M reactions from USPTO patents (1976-2016). Predict the product of the given reaction. (1) Given the reactants [CH3:1][N:2]([CH3:10])[C@H:3]1[CH2:8][CH2:7][C@H:6]([NH2:9])[CH2:5][CH2:4]1.Cl[C:12]1[C:13]2[C:20]([F:21])=[CH:19][NH:18][C:14]=2[N:15]=[CH:16][N:17]=1, predict the reaction product. The product is: [F:21][C:20]1[C:13]2[C:12]([NH:9][C@H:6]3[CH2:7][CH2:8][C@H:3]([N:2]([CH3:10])[CH3:1])[CH2:4][CH2:5]3)=[N:17][CH:16]=[N:15][C:14]=2[NH:18][CH:19]=1. (2) The product is: [CH3:3][C:2]([CH3:25])([CH:4]([OH:24])[CH:5]([N:19]1[CH:23]=[N:22][CH:21]=[N:20]1)[CH2:6][CH2:7][CH2:8][C:9]([CH3:10])([C:11]1[CH:12]=[CH:13][C:14]([F:17])=[CH:15][CH:16]=1)[CH3:18])[CH3:1]. Given the reactants [CH3:1][C:2]([CH3:25])([C:4](=[O:24])[CH:5]([N:19]1[CH:23]=[N:22][CH:21]=[N:20]1)[CH2:6][CH2:7][CH2:8][C:9]([CH3:18])([C:11]1[CH:16]=[CH:15][C:14]([F:17])=[CH:13][CH:12]=1)[CH3:10])[CH3:3].[BH4-].[Na+].O, predict the reaction product.